Dataset: Reaction yield outcomes from USPTO patents with 853,638 reactions. Task: Predict the reaction yield, written as a fraction of the theoretical maximum amount of product (1.0 means a 100% yield; for example, 0.34 means a 34% yield). (1) The catalyst is ClCCl.C([O-])(=O)C.[Cu+2].C([O-])(=O)C. The reactants are [C:1]([C:5]1[CH:9]=[C:8]([CH2:10][NH:11][C:12](=[O:18])[O:13][C:14]([CH3:17])([CH3:16])[CH3:15])[NH:7][N:6]=1)([CH3:4])([CH3:3])[CH3:2].[F:19][C:20]1[CH:25]=[CH:24][C:23](B(O)O)=[CH:22][CH:21]=1.N1C=CC=CC=1. The product is [C:1]([C:5]1[CH:9]=[C:8]([CH2:10][NH:11][C:12](=[O:18])[O:13][C:14]([CH3:17])([CH3:16])[CH3:15])[N:7]([C:23]2[CH:24]=[CH:25][C:20]([F:19])=[CH:21][CH:22]=2)[N:6]=1)([CH3:4])([CH3:2])[CH3:3]. The yield is 0.340. (2) The reactants are [CH:1]12[CH2:11][CH2:10][CH:7]([CH:8]=[CH:9]1)[CH:6]1[CH:2]2[C:3](=[O:13])[O:4][C:5]1=[O:12]. The catalyst is C(OCC)(=O)C.[Pd]. The product is [CH:7]12[CH2:8][CH2:9][CH:1]([CH2:11][CH2:10]1)[CH:2]1[CH:6]2[C:5](=[O:12])[O:4][C:3]1=[O:13]. The yield is 0.720.